From a dataset of Forward reaction prediction with 1.9M reactions from USPTO patents (1976-2016). Predict the product of the given reaction. (1) Given the reactants [NH:1]([C:3]1[CH:4]=[CH:5][C:6]([CH3:9])=[N:7][CH:8]=1)[NH2:2].[CH3:10][C:11]([CH3:18])([CH3:17])[C:12](=O)[CH2:13][C:14]#[N:15].Cl.C(=O)([O-])O.[Na+], predict the reaction product. The product is: [NH2:15][C:14]1[N:1]([C:3]2[CH:4]=[CH:5][C:6]([CH3:9])=[N:7][CH:8]=2)[N:2]=[C:12]([C:11]([CH3:18])([CH3:17])[CH3:10])[CH:13]=1. (2) Given the reactants [Cl:1][C:2]1[CH:7]=[CH:6][C:5]([N:8]2[CH2:13][CH2:12][N:11]3[CH:14]([C:18]4[CH:28]=[CH:27][C:21]([O:22][CH2:23][CH2:24][CH2:25][NH2:26])=[C:20]([CH3:29])[C:19]=4[CH3:30])[CH2:15][CH2:16][CH2:17][CH:10]3[CH2:9]2)=[CH:4][C:3]=1[O:31][CH3:32].CCN(CC)CC.[C:40](Cl)(=[O:42])[CH3:41], predict the reaction product. The product is: [Cl:1][C:2]1[CH:7]=[CH:6][C:5]([N:8]2[CH2:13][CH2:12][N:11]3[C@@H:14]([C:18]4[CH:28]=[CH:27][C:21]([O:22][CH2:23][CH2:24][CH2:25][NH:26][C:40](=[O:42])[CH3:41])=[C:20]([CH3:29])[C:19]=4[CH3:30])[CH2:15][CH2:16][CH2:17][C@H:10]3[CH2:9]2)=[CH:4][C:3]=1[O:31][CH3:32]. (3) Given the reactants [F:1][C:2]1[CH:3]=[C:4]([C:8]2[C@:9]3([CH2:25][CH2:24][C@H:23]4[C@@H:14]([CH2:15][CH2:16][C:17]5[CH:18]=[C:19]([C:26](O)=[O:27])[CH:20]=[CH:21][C:22]=54)[C@@H:11]3[CH2:12][CH:13]=2)[CH3:10])[CH:5]=[N:6][CH:7]=1.[NH:29]1[CH2:40][CH2:39][CH2:38][C@H:30]1[C:31]([O:33]C(C)(C)C)=[O:32], predict the reaction product. The product is: [F:1][C:2]1[CH:3]=[C:4]([C:8]2[C@:9]3([CH2:25][CH2:24][C@H:23]4[C@@H:14]([CH2:15][CH2:16][C:17]5[CH:18]=[C:19]([C:26]([N:29]6[CH2:40][CH2:39][CH2:38][C@H:30]6[C:31]([OH:33])=[O:32])=[O:27])[CH:20]=[CH:21][C:22]=54)[C@@H:11]3[CH2:12][CH:13]=2)[CH3:10])[CH:5]=[N:6][CH:7]=1. (4) Given the reactants [S:1](Cl)(Cl)(=[O:3])=[O:2].[CH3:6][NH:7][CH:8]1[CH2:10][CH2:9]1.CCN(CC)CC.[CH2:18]1[C:20]2([CH2:25][N:24]([C:26]3[C:27]4[CH:34]=[CH:33][NH:32][C:28]=4[N:29]=[CH:30][N:31]=3)[CH2:23][CH2:22][NH:21]2)[CH2:19]1, predict the reaction product. The product is: [CH:8]1([N:7]([CH3:6])[S:1]([N:21]2[C:20]3([CH2:18][CH2:19]3)[CH2:25][N:24]([C:26]3[C:27]4[CH:34]=[CH:33][NH:32][C:28]=4[N:29]=[CH:30][N:31]=3)[CH2:23][CH2:22]2)(=[O:3])=[O:2])[CH2:10][CH2:9]1. (5) Given the reactants [CH2:1]1[O:9][C:8]2[C:3](=[C:4]([NH:10][C:11](=[O:35])[CH2:12][N:13]3[CH:17]=[C:16]([O:18][C:19]4[C:28]5[C:23](=[CH:24][C:25]([O:33][CH3:34])=[C:26]([O:29][CH2:30][CH2:31]Cl)[CH:27]=5)[N:22]=[CH:21][N:20]=4)[CH:15]=[N:14]3)[CH:5]=[CH:6][CH:7]=2)[O:2]1.[OH:36][CH:37]1[CH2:42][CH2:41][NH:40][CH2:39][CH2:38]1, predict the reaction product. The product is: [CH2:1]1[O:9][C:8]2[C:3](=[C:4]([NH:10][C:11](=[O:35])[CH2:12][N:13]3[CH:17]=[C:16]([O:18][C:19]4[C:28]5[C:23](=[CH:24][C:25]([O:33][CH3:34])=[C:26]([O:29][CH2:30][CH2:31][N:40]6[CH2:41][CH2:42][CH:37]([OH:36])[CH2:38][CH2:39]6)[CH:27]=5)[N:22]=[CH:21][N:20]=4)[CH:15]=[N:14]3)[CH:5]=[CH:6][CH:7]=2)[O:2]1. (6) Given the reactants [Cl:1][C:2]1[C:7]([F:8])=[CH:6][CH:5]=[C:4]([Cl:9])[C:3]=1[CH:10]([O:12][C:13]1[C:14]([NH2:24])=[N:15][CH:16]=[C:17]([C:19]2[CH:20]=[N:21][NH:22][CH:23]=2)[CH:18]=1)[CH3:11].Cl[CH2:26][P:27](=[O:30])([CH3:29])[CH3:28], predict the reaction product. The product is: [Cl:1][C:2]1[C:7]([F:8])=[CH:6][CH:5]=[C:4]([Cl:9])[C:3]=1[CH:10]([O:12][C:13]1[C:14]([NH2:24])=[N:15][CH:16]=[C:17]([C:19]2[CH:23]=[N:22][N:21]([CH2:26][P:27]([CH3:29])([CH3:28])=[O:30])[CH:20]=2)[CH:18]=1)[CH3:11]. (7) Given the reactants [ClH:1].[CH3:2][CH:3]([NH2:12])[CH:4]([OH:11])[C:5]1[CH:10]=[CH:9][CH:8]=[CH:7][CH:6]=1, predict the reaction product. The product is: [CH3:2][C@@H:3]([NH2:12])[C@@H:4]([OH:11])[C:5]1[CH:6]=[CH:7][CH:8]=[CH:9][CH:10]=1.[ClH:1].